This data is from CYP2C9 inhibition data for predicting drug metabolism from PubChem BioAssay. The task is: Regression/Classification. Given a drug SMILES string, predict its absorption, distribution, metabolism, or excretion properties. Task type varies by dataset: regression for continuous measurements (e.g., permeability, clearance, half-life) or binary classification for categorical outcomes (e.g., BBB penetration, CYP inhibition). Dataset: cyp2c9_veith. (1) The compound is CN1CCN(c2ncc3nc(-c4cc(F)cc(F)c4)c(=O)n(-c4ccccc4)c3n2)CC1. The result is 0 (non-inhibitor). (2) The drug is O=C(NN=C1C2CC3CC(C2)CC1C3)c1ccncc1. The result is 0 (non-inhibitor). (3) The drug is N#C/C(=C/c1cccc(C(F)(F)F)c1)c1nc(CCN2C(=O)c3ccccc3C2=O)cs1. The result is 1 (inhibitor). (4) The molecule is N[C@H](C(=O)O)C1[C@H](C(=O)O)[C@H]1C(=O)O. The result is 0 (non-inhibitor). (5) The drug is O=C(CSC1=NCCN1)Nc1ccccc1. The result is 0 (non-inhibitor). (6) The drug is COC(=O)CNC(=O)C(C)NC(=O)CNC(=O)OCc1ccccc1. The result is 0 (non-inhibitor). (7) The compound is CCN(CC)C(=O)C1CC(=O)N(c2ccc(OC)cc2)C1c1ccc(OC)cc1. The result is 0 (non-inhibitor).